From a dataset of Full USPTO retrosynthesis dataset with 1.9M reactions from patents (1976-2016). Predict the reactants needed to synthesize the given product. (1) The reactants are: [C:1]1([CH:6]([N:28]2[CH2:37][CH2:36][C:35]3[C:30](=[CH:31][CH:32]=[CH:33][CH:34]=3)[CH2:29]2)[C:7]([NH:9][C:10]2[CH:11]=[C:12]([CH:24]=[CH:25][C:26]=2[F:27])[CH2:13][C:14]2([C:17]([O:19][C:20]([CH3:23])([CH3:22])[CH3:21])=[O:18])[CH2:16][CH2:15]2)=[O:8])[CH2:5][CH2:4][CH2:3][CH:2]=1. Given the product [CH:1]1([CH:6]([N:28]2[CH2:37][CH2:36][C:35]3[C:30](=[CH:31][CH:32]=[CH:33][CH:34]=3)[CH2:29]2)[C:7]([NH:9][C:10]2[CH:11]=[C:12]([CH:24]=[CH:25][C:26]=2[F:27])[CH2:13][C:14]2([C:17]([O:19][C:20]([CH3:23])([CH3:22])[CH3:21])=[O:18])[CH2:16][CH2:15]2)=[O:8])[CH2:2][CH2:3][CH2:4][CH2:5]1, predict the reactants needed to synthesize it. (2) Given the product [CH:26]1([C:2]2[C:3]([NH:12][C@H:13]3[CH2:17][CH2:16][CH2:15][C@@H:14]3[NH:18][C:19](=[O:25])[O:20][C:21]([CH3:24])([CH3:23])[CH3:22])=[N:4][CH:5]=[C:6]([C:8]([F:11])([F:10])[F:9])[N:7]=2)[CH2:28][CH2:27]1, predict the reactants needed to synthesize it. The reactants are: Br[C:2]1[C:3]([NH:12][C@H:13]2[CH2:17][CH2:16][CH2:15][C@@H:14]2[NH:18][C:19](=[O:25])[O:20][C:21]([CH3:24])([CH3:23])[CH3:22])=[N:4][CH:5]=[C:6]([C:8]([F:11])([F:10])[F:9])[N:7]=1.[CH:26]1(B(O)O)[CH2:28][CH2:27]1.C(=O)([O-])[O-].[K+].[K+].